This data is from Peptide-MHC class I binding affinity with 185,985 pairs from IEDB/IMGT. The task is: Regression. Given a peptide amino acid sequence and an MHC pseudo amino acid sequence, predict their binding affinity value. This is MHC class I binding data. (1) The peptide sequence is RVAPYAGL. The MHC is H-2-Db with pseudo-sequence H-2-Db. The binding affinity (normalized) is 0.151. (2) The peptide sequence is ALYEENALK. The MHC is HLA-A24:03 with pseudo-sequence HLA-A24:03. The binding affinity (normalized) is 0.0847. (3) The peptide sequence is SIPFGLMSA. The MHC is HLA-A03:01 with pseudo-sequence HLA-A03:01. The binding affinity (normalized) is 0.0847.